From a dataset of Reaction yield outcomes from USPTO patents with 853,638 reactions. Predict the reaction yield, written as a fraction of the theoretical maximum amount of product (1.0 means a 100% yield; for example, 0.34 means a 34% yield). The reactants are [CH2:1](Br)[CH:2]1[O:6][CH2:5][CH2:4][CH2:3]1.[NH:8]1[CH2:13][CH2:12][O:11][CH2:10][CH2:9]1.[I-].[Na+].O1CCCC1. The catalyst is C(OCC)C. The product is [CH2:1]([N:8]1[CH2:13][CH2:12][O:11][CH2:10][CH2:9]1)[CH:2]1[O:6][CH2:5][CH2:4][CH2:3]1. The yield is 0.920.